Dataset: Forward reaction prediction with 1.9M reactions from USPTO patents (1976-2016). Task: Predict the product of the given reaction. Given the reactants Br[CH2:2][CH2:3][CH2:4][CH2:5][O:6][C:7]1[CH:8]=[CH:9][C:10]2[C:14]([C:15]3[CH:20]=[CH:19][C:18]([C:21]([F:24])([F:23])[F:22])=[CH:17][CH:16]=3)=[C:13]([CH3:25])[S:12][C:11]=2[CH:26]=1.[CH2:27]([NH2:30])[CH2:28][CH3:29], predict the reaction product. The product is: [CH3:25][C:13]1[S:12][C:11]2[CH:26]=[C:7]([O:6][CH2:5][CH2:4][CH2:3][CH2:2][NH:30][CH2:27][CH2:28][CH3:29])[CH:8]=[CH:9][C:10]=2[C:14]=1[C:15]1[CH:20]=[CH:19][C:18]([C:21]([F:24])([F:23])[F:22])=[CH:17][CH:16]=1.